This data is from Peptide-MHC class II binding affinity with 134,281 pairs from IEDB. The task is: Regression. Given a peptide amino acid sequence and an MHC pseudo amino acid sequence, predict their binding affinity value. This is MHC class II binding data. (1) The MHC is HLA-DPA10201-DPB10501 with pseudo-sequence HLA-DPA10201-DPB10501. The binding affinity (normalized) is 0.128. The peptide sequence is FRDRARVPLTSNNGI. (2) The peptide sequence is EVLKGPFTVRYTTEG. The binding affinity (normalized) is 0.157. The MHC is HLA-DPA10301-DPB10402 with pseudo-sequence HLA-DPA10301-DPB10402. (3) The peptide sequence is AEEVEKIEKTEEPAP. The MHC is DRB5_0101 with pseudo-sequence DRB5_0101. The binding affinity (normalized) is 0.0665.